Dataset: Reaction yield outcomes from USPTO patents with 853,638 reactions. Task: Predict the reaction yield, written as a fraction of the theoretical maximum amount of product (1.0 means a 100% yield; for example, 0.34 means a 34% yield). (1) The reactants are [BH3:1].[OH:2][C:3]([C:6]([OH:9])([CH3:8])[CH3:7])([CH3:5])[CH3:4].[CH2:10]([C:14]1([C:31]([O:33][CH2:34][CH3:35])=[O:32])[CH2:18][O:17][C:16]([CH3:20])([CH3:19])[N:15]1[C:21]([O:23][CH2:24][C:25]1[CH:30]=[CH:29][CH:28]=[CH:27][CH:26]=1)=[O:22])[CH2:11][CH:12]=[CH2:13]. The catalyst is ClCCl.C1CC=CCCC=C1.C1CC=CCCC=C1.[Cl-].[Cl-].[Ir].[Ir].C1(P(C2C=CC=CC=2)CCP(C2C=CC=CC=2)C2C=CC=CC=2)C=CC=CC=1. The product is [CH3:19][C:16]1([CH3:20])[N:15]([C:21]([O:23][CH2:24][C:25]2[CH:26]=[CH:27][CH:28]=[CH:29][CH:30]=2)=[O:22])[C:14]([CH2:10][CH2:11][CH2:12][CH2:13][B:1]2[O:9][C:6]([CH3:8])([CH3:7])[C:3]([CH3:5])([CH3:4])[O:2]2)([C:31]([O:33][CH2:34][CH3:35])=[O:32])[CH2:18][O:17]1. The yield is 0.650. (2) The reactants are [Br:1][C:2]1[CH:3]=[C:4]([N:8]([CH3:11])[CH:9]=O)[CH:5]=[CH:6][CH:7]=1.[CH2:12]([Mg]Br)[CH3:13].CCOCC.C(OCC)(=O)C. The catalyst is O1CCCC1.CCCCCC. The product is [Br:1][C:2]1[CH:3]=[C:4]([N:8]([CH:9]2[CH2:13][CH2:12]2)[CH3:11])[CH:5]=[CH:6][CH:7]=1. The yield is 0.150. (3) The reactants are [Cl:1][C:2]1[CH:7]=[C:6]([O:8][CH3:9])[CH:5]=[CH:4][C:3]=1[C:10]1[CH:15]=[CH:14][N:13]=[C:12](OS(C(F)(F)F)(=O)=O)[C:11]=1[N+:24]([O-:26])=[O:25].[CH2:27]([CH:30]([NH2:34])[CH2:31][CH2:32][CH3:33])[CH2:28][CH3:29]. No catalyst specified. The product is [Cl:1][C:2]1[CH:7]=[C:6]([O:8][CH3:9])[CH:5]=[CH:4][C:3]=1[C:10]1[CH:15]=[CH:14][N:13]=[C:12]([NH:34][CH:30]([CH2:31][CH2:32][CH3:33])[CH2:27][CH2:28][CH3:29])[C:11]=1[N+:24]([O-:26])=[O:25]. The yield is 0.690. (4) The reactants are C[O:2][C:3]1[CH:8]=[CH:7][C:6](/[CH:9]=[CH:10]/[C:11]2[CH:16]=[CH:15][CH:14]=[CH:13][CH:12]=2)=[CH:5][CH:4]=1.B(Br)(Br)Br. The catalyst is C(Cl)Cl. The product is [OH:2][C:3]1[CH:4]=[CH:5][C:6](/[CH:9]=[CH:10]/[C:11]2[CH:12]=[CH:13][CH:14]=[CH:15][CH:16]=2)=[CH:7][CH:8]=1. The yield is 0.430. (5) The reactants are [C:1]1([CH2:7][CH2:8][CH2:9][CH2:10][CH2:11][CH2:12][CH2:13][CH2:14][NH2:15])[CH:6]=[CH:5][CH:4]=[CH:3][CH:2]=1.[Li]CCCC.C([O:23][C:24](=O)[C:25]1[CH:30]=[C:29]([C:31]2[CH:36]=[CH:35][C:34]([F:37])=[C:33]([Cl:38])[CH:32]=2)[C:28]([O:39][CH2:40][CH2:41][OH:42])=[C:27](Br)[CH:26]=1)C. The catalyst is C1COCC1. The product is [C:1]1([CH2:7][CH2:8][CH2:9][CH2:10][CH2:11][CH2:12][CH2:13][CH2:14][NH:15][C:24](=[O:23])[C:25]2[CH:30]=[C:29]([C:31]3[CH:36]=[CH:35][C:34]([F:37])=[C:33]([Cl:38])[CH:32]=3)[C:28]([O:39][CH2:40][CH2:41][OH:42])=[CH:27][CH:26]=2)[CH:6]=[CH:5][CH:4]=[CH:3][CH:2]=1. The yield is 0.430. (6) The reactants are [Si:1]([O:8][C:9]1[CH:21]=[CH:20][CH:19]=[CH:18][C:10]=1[C:11]([N:13]([CH2:16][CH3:17])[CH2:14][CH3:15])=[O:12])([C:4]([CH3:7])([CH3:6])[CH3:5])([CH3:3])[CH3:2].[Li]C(C)(C)C.[Br:27]Br. The catalyst is C1COCC1. The product is [Br:27][C:18]1[CH:19]=[CH:20][CH:21]=[C:9]([O:8][Si:1]([C:4]([CH3:5])([CH3:6])[CH3:7])([CH3:3])[CH3:2])[C:10]=1[C:11]([N:13]([CH2:14][CH3:15])[CH2:16][CH3:17])=[O:12]. The yield is 0.830. (7) The reactants are [S:1]1[CH:5]=[CH:4]C=[C:2]1C(O)=O.[O-:9]CC.[Na+].N#N.S1C=CC=C1CC(O)=O.ClC[Si:26]([O:33][CH2:34][CH3:35])([O:30][CH2:31][CH3:32])[O:27][CH2:28][CH3:29]. The catalyst is COCCOCCOC. The product is [C:5]([S:1][CH2:2][Si:26]([O:33][CH2:34][CH3:35])([O:30][CH2:31][CH3:32])[O:27][CH2:28][CH3:29])(=[O:9])[CH3:4]. The yield is 0.550. (8) The reactants are [CH3:1][C:2]1[N:7]=[C:6]([SH:8])[N:5]=[C:4]([OH:9])[CH:3]=1.C(=O)([O-])[O-].[K+].[K+].Br[CH2:17][C:18]1[N:22]([CH3:23])[C:21]([CH3:24])=[N:20][CH:19]=1. The catalyst is CN(C=O)C. The product is [CH3:23][N:22]1[C:18]([CH2:17][S:8][C:6]2[N:5]=[C:4]([OH:9])[CH:3]=[C:2]([CH3:1])[N:7]=2)=[CH:19][N:20]=[C:21]1[CH3:24]. The yield is 0.210. (9) The reactants are [CH2:1]([N:3]([CH:18]1[CH2:23][CH2:22][N:21]([CH3:24])[CH2:20][CH2:19]1)[C:4]1[C:5]([CH3:17])=[C:6]([CH:10]=[C:11]([C:13]([F:16])([F:15])[F:14])[CH:12]=1)[C:7](O)=[O:8])[CH3:2].Cl.[NH2:26][CH2:27][C:28]1[C:29](=[O:38])[NH:30][C:31]([CH3:37])=[CH:32][C:33]=1[CH:34]([CH3:36])[CH3:35].C1CN([P+](ON2N=NC3C=CC=CC2=3)(N2CCCC2)N2CCCC2)CC1.F[P-](F)(F)(F)(F)F.CCN(C(C)C)C(C)C. The catalyst is CS(C)=O. The product is [CH2:1]([N:3]([CH:18]1[CH2:23][CH2:22][N:21]([CH3:24])[CH2:20][CH2:19]1)[C:4]1[C:5]([CH3:17])=[C:6]([CH:10]=[C:11]([C:13]([F:15])([F:16])[F:14])[CH:12]=1)[C:7]([NH:26][CH2:27][C:28]1[C:29](=[O:38])[NH:30][C:31]([CH3:37])=[CH:32][C:33]=1[CH:34]([CH3:35])[CH3:36])=[O:8])[CH3:2]. The yield is 0.510. (10) The reactants are C(N(CC)C(C)C)C.[CH3:9][C:10]1[C:15]([C:16]([OH:18])=O)=[CH:14][N:13]=[C:12]([C:19]2[CH:24]=[CH:23][CH:22]=[CH:21][N:20]=2)[N:11]=1.[N:25]1([NH2:34])[C:33]2[C:28](=[N:29][CH:30]=[CH:31][CH:32]=2)[CH:27]=[CH:26]1.CN(C(ON1N=NC2C=CC=CC1=2)=[N+](C)C)C.[B-](F)(F)(F)F. The catalyst is CN(C=O)C. The product is [N:25]1([NH:34][C:16]([C:15]2[C:10]([CH3:9])=[N:11][C:12]([C:19]3[CH:24]=[CH:23][CH:22]=[CH:21][N:20]=3)=[N:13][CH:14]=2)=[O:18])[C:33]2[C:28](=[N:29][CH:30]=[CH:31][CH:32]=2)[CH:27]=[CH:26]1. The yield is 0.630.